This data is from Full USPTO retrosynthesis dataset with 1.9M reactions from patents (1976-2016). The task is: Predict the reactants needed to synthesize the given product. (1) Given the product [CH2:13]([C:17]1[N:21]([CH2:22][C:23]2[CH:24]=[CH:25][C:26]([C:29]3[CH:34]=[CH:33][CH:32]=[CH:31][C:30]=3[C:35]3[NH:3][C:4](=[O:7])[O:5][N:36]=3)=[CH:27][CH:28]=2)[C:20](=[O:37])[N:19]([CH2:38][CH:39]2[CH2:44][CH2:43][CH2:42][CH2:41][O:40]2)[N:18]=1)[CH2:14][CH2:15][CH3:16], predict the reactants needed to synthesize it. The reactants are: [Cl-].O[NH3+:3].[C:4](=[O:7])([O-])[OH:5].[Na+].CS(C)=O.[CH2:13]([C:17]1[N:21]([CH2:22][C:23]2[CH:28]=[CH:27][C:26]([C:29]3[C:30]([C:35]#[N:36])=[CH:31][CH:32]=[CH:33][CH:34]=3)=[CH:25][CH:24]=2)[C:20](=[O:37])[N:19]([CH2:38][CH:39]2[CH2:44][CH2:43][CH2:42][CH2:41][O:40]2)[N:18]=1)[CH2:14][CH2:15][CH3:16]. (2) Given the product [C:6]1([C:4]([OH:5])=[O:3])[C:16]2=[C:17]3[C:12](=[CH:13][CH:14]=[CH:15]2)[CH2:11][CH2:10][CH2:9][N:8]3[CH:7]=1, predict the reactants needed to synthesize it. The reactants are: C([O:3][C:4]([C:6]1[C:16]2=[C:17]3[C:12](=[CH:13][CH:14]=[CH:15]2)[CH2:11][CH2:10][CH2:9][N:8]3[CH:7]=1)=[O:5])C.[OH-].[Na+]. (3) Given the product [CH3:17][N:20]([CH:22]=[C:3]([C:2](=[O:1])[CH2:8][C:9]1[CH:14]=[CH:13][CH:12]=[CH:11][CH:10]=1)[C:4]([O:6][CH3:7])=[O:5])[CH3:21], predict the reactants needed to synthesize it. The reactants are: [O:1]=[C:2]([CH2:8][C:9]1[CH:14]=[CH:13][CH:12]=[CH:11][CH:10]=1)[CH2:3][C:4]([O:6][CH3:7])=[O:5].CO[CH:17]([N:20]([CH3:22])[CH3:21])OC. (4) The reactants are: [CH3:1][CH:2]([CH3:38])[CH2:3][CH2:4][N:5]([CH2:33][CH2:34][CH:35]([CH3:37])[CH3:36])[C@@H:6]1[CH2:11][CH2:10][C@@H:9]([CH:12]([C:18]([O:20][CH2:21][CH3:22])=[O:19])[C:13]([O:15][CH2:16][CH3:17])=[O:14])[CH2:8][C@H:7]1[C:23]1[CH:28]=[CH:27][C:26]([C:29]([F:32])([F:31])[F:30])=[CH:25][CH:24]=1.[H-].[Na+].[CH3:41]I.[NH4+].[Cl-]. Given the product [CH3:37][CH:35]([CH3:36])[CH2:34][CH2:33][N:5]([CH2:4][CH2:3][CH:2]([CH3:1])[CH3:38])[C@@H:6]1[CH2:11][CH2:10][C@@H:9]([C:12]([CH3:41])([C:13]([O:15][CH2:16][CH3:17])=[O:14])[C:18]([O:20][CH2:21][CH3:22])=[O:19])[CH2:8][C@H:7]1[C:23]1[CH:24]=[CH:25][C:26]([C:29]([F:30])([F:31])[F:32])=[CH:27][CH:28]=1, predict the reactants needed to synthesize it. (5) Given the product [CH3:1][C:2]1[O:6][N:5]=[C:4]([C:7]2[CH:8]=[CH:9][CH:10]=[CH:11][CH:12]=2)[C:3]=1[C:13]([N:16]1[CH2:26][CH2:25][CH:19]([C:20]([O:22][CH2:23][CH3:24])=[O:21])[CH2:18][CH2:17]1)=[O:15], predict the reactants needed to synthesize it. The reactants are: [CH3:1][C:2]1[O:6][N:5]=[C:4]([C:7]2[CH:12]=[CH:11][CH:10]=[CH:9][CH:8]=2)[C:3]=1[C:13]([OH:15])=O.[NH:16]1[CH2:26][CH2:25][CH:19]([C:20]([O:22][CH2:23][CH3:24])=[O:21])[CH2:18][CH2:17]1.F[B-](F)(F)F.N1(OC(N(C)C)=[N+](C)C)C2C=CC=CC=2N=N1.C(N(C(C)C)CC)(C)C. (6) Given the product [C:41]([O:40][C:38]([NH:37][CH:36]([CH2:45][S:46][CH:25]1[CH2:24][C:23](=[O:28])[N:22]([CH2:21][C:20]2[CH:29]=[CH:30][C:17]([C:6]3[C:5]4[C:10](=[CH:11][CH:12]=[C:3]([N:2]([CH3:31])[CH3:1])[CH:4]=4)[CH:9]=[C:8]4[CH2:13][CH2:14][C:15](=[O:16])[C:7]=34)=[CH:18][CH:19]=2)[C:26]1=[O:27])[C:35]([O:34][CH2:32][CH3:33])=[O:47])=[O:39])([CH3:43])([CH3:44])[CH3:42], predict the reactants needed to synthesize it. The reactants are: [CH3:1][N:2]([CH3:31])[C:3]1[CH:4]=[C:5]2[C:10](=[CH:11][CH:12]=1)[CH:9]=[C:8]1[CH2:13][CH2:14][C:15](=[O:16])[C:7]1=[C:6]2[C:17]1[CH:30]=[CH:29][C:20]([CH2:21][N:22]2[C:26](=[O:27])[CH:25]=[CH:24][C:23]2=[O:28])=[CH:19][CH:18]=1.[CH2:32]([O:34][C:35](=[O:47])[C@H:36]([CH2:45][SH:46])[NH:37][C:38]([O:40][C:41]([CH3:44])([CH3:43])[CH3:42])=[O:39])[CH3:33]. (7) Given the product [C:24]([NH:23][C:21]([C:15]1[N:11]2[CH2:12][CH2:13][O:14][C:8]3[CH:7]=[CH:6][C:5]([C:4]#[C:3][C@@:2]([OH:1])([C:32]4[CH:36]=[C:35]([CH3:37])[O:34][N:33]=4)[CH3:31])=[CH:30][C:9]=3[C:10]2=[N:17][C:16]=1[C:18]([NH2:20])=[O:19])=[O:22])([CH3:25])([CH3:29])[CH3:39], predict the reactants needed to synthesize it. The reactants are: [OH:1][C@:2]([C:32]1[CH:36]=[C:35]([CH3:37])[O:34][N:33]=1)([CH3:31])[C:3]#[C:4][C:5]1[CH:6]=[CH:7][C:8]2[O:14][CH2:13][CH2:12][N:11]3[C:15]([C:21]([NH:23][CH:24]4[CH2:29]COC[CH2:25]4)=[O:22])=[C:16]([C:18]([NH2:20])=[O:19])[N:17]=[C:10]3[C:9]=2[CH:30]=1.Cl.[C:39](N)(C)(C)C. (8) Given the product [F:1][C:2]1[CH:7]=[C:6]([F:8])[CH:5]=[CH:4][C:3]=1/[CH:9]=[CH:10]/[C:11]1[CH:16]=[CH:15][C:14]([S:17]([C:32]2[C:37]([C:38](=[O:40])[CH3:39])=[CH:36][CH:35]=[CH:34][N:33]=2)(=[O:19])=[O:18])=[CH:13][CH:12]=1, predict the reactants needed to synthesize it. The reactants are: [F:1][C:2]1[CH:7]=[C:6]([F:8])[CH:5]=[CH:4][C:3]=1/[CH:9]=[CH:10]/[C:11]1[CH:16]=[CH:15][C:14]([S:17]([O-:19])=[O:18])=[CH:13][CH:12]=1.[Na+].FC1C=C(F)C=CC=1C=C.Cl[C:32]1[C:37]([C:38](=[O:40])[CH3:39])=[CH:36][CH:35]=[CH:34][N:33]=1.O. (9) Given the product [CH3:11][C:1]1[CH:6]=[CH:5][C:4]([S:7]([O:17][C:16]2[CH:18]=[CH:19][C:13]([Br:12])=[C:14]([O:20][CH2:29][CH:28]=[CH2:27])[CH:15]=2)(=[O:9])=[O:8])=[CH:3][CH:2]=1, predict the reactants needed to synthesize it. The reactants are: [C:1]1([CH3:11])[CH:6]=[CH:5][C:4]([S:7](Cl)(=[O:9])=[O:8])=[CH:3][CH:2]=1.[Br:12][C:13]1[CH:19]=[CH:18][C:16]([OH:17])=[CH:15][C:14]=1[OH:20].C([O-])([O-])=O.[K+].[K+].[CH2:27](Br)[CH:28]=[CH2:29]. (10) Given the product [Br:19][C:20]1[CH:25]=[CH:24][CH:23]=[CH:22][C:21]=1[C:26]([N:28]1[CH2:34][CH:33]2[CH:30]([CH2:31][N:32]2[C:9]2[N:8]=[C:15]([CH3:14])[CH:16]=[CH:11][N:10]=2)[CH2:29]1)=[O:27], predict the reactants needed to synthesize it. The reactants are: C12[N:8]([C:9]3C=N[C:16]4[C:11](=CC=[CH:14][CH:15]=4)[N:10]=3)CC1CCNC2.[Br:19][C:20]1[CH:25]=[CH:24][CH:23]=[CH:22][C:21]=1[C:26]([N:28]1[CH2:34][CH:33]2[CH:30]([CH2:31][NH:32]2)[CH2:29]1)=[O:27].ClC1N=C(C)C=CN=1.